Dataset: Forward reaction prediction with 1.9M reactions from USPTO patents (1976-2016). Task: Predict the product of the given reaction. Given the reactants Cl.[CH3:2][NH:3][O:4][CH3:5].[NH2:6][C:7]1[C:15]([Cl:16])=[CH:14][CH:13]=[C:12]([Cl:17])[C:8]=1[C:9](O)=[O:10].CN1CCOCC1.CN(C(ON1N=NC2C=CC=CC1=2)=[N+](C)C)C.F[P-](F)(F)(F)(F)F, predict the reaction product. The product is: [NH2:6][C:7]1[C:15]([Cl:16])=[CH:14][CH:13]=[C:12]([Cl:17])[C:8]=1[C:9]([N:3]([O:4][CH3:5])[CH3:2])=[O:10].